Dataset: NCI-60 drug combinations with 297,098 pairs across 59 cell lines. Task: Regression. Given two drug SMILES strings and cell line genomic features, predict the synergy score measuring deviation from expected non-interaction effect. (1) Drug 1: C1=CC(=C2C(=C1NCCNCCO)C(=O)C3=C(C=CC(=C3C2=O)O)O)NCCNCCO. Drug 2: CC1C(C(CC(O1)OC2CC(CC3=C2C(=C4C(=C3O)C(=O)C5=C(C4=O)C(=CC=C5)OC)O)(C(=O)CO)O)N)O.Cl. Cell line: LOX IMVI. Synergy scores: CSS=59.5, Synergy_ZIP=-1.85, Synergy_Bliss=-2.69, Synergy_Loewe=2.22, Synergy_HSA=3.19. (2) Drug 1: C1C(C(OC1N2C=NC3=C(N=C(N=C32)Cl)N)CO)O. Drug 2: N.N.Cl[Pt+2]Cl. Cell line: SF-268. Synergy scores: CSS=53.3, Synergy_ZIP=-2.64, Synergy_Bliss=-1.98, Synergy_Loewe=-0.866, Synergy_HSA=0.184. (3) Drug 1: C1CCC(C1)C(CC#N)N2C=C(C=N2)C3=C4C=CNC4=NC=N3. Drug 2: COC1=NC(=NC2=C1N=CN2C3C(C(C(O3)CO)O)O)N. Cell line: DU-145. Synergy scores: CSS=7.91, Synergy_ZIP=-1.48, Synergy_Bliss=0.841, Synergy_Loewe=-9.07, Synergy_HSA=-1.12.